Dataset: Catalyst prediction with 721,799 reactions and 888 catalyst types from USPTO. Task: Predict which catalyst facilitates the given reaction. (1) Reactant: Br[C:2]1[N:6]([CH2:7][C:8]2[CH:13]=[CH:12][C:11]([O:14][CH3:15])=[CH:10][CH:9]=2)[N:5]=[CH:4][C:3]=1[C:16]([N:18]([O:20][CH3:21])[CH3:19])=[O:17].N#N.[CH3:24][O:25][CH2:26][C@@H:27]([NH2:29])[CH3:28].C([O-])([O-])=O.[Cs+].[Cs+].CC1(C)C2C(=C(P(C3C=CC=CC=3)C3C=CC=CC=3)C=CC=2)OC2C(P(C3C=CC=CC=3)C3C=CC=CC=3)=CC=CC1=2. Product: [CH3:21][O:20][N:18]([CH3:19])[C:16]([C:3]1[CH:4]=[N:5][N:6]([CH2:7][C:8]2[CH:13]=[CH:12][C:11]([O:14][CH3:15])=[CH:10][CH:9]=2)[C:2]=1[NH:29][C@@H:27]([CH3:28])[CH2:26][O:25][CH3:24])=[O:17]. The catalyst class is: 62. (2) Reactant: Br[C:2]1[CH:7]=[CH:6][C:5]([C:8]([CH3:17])([CH3:16])[N:9]2[CH2:13][C:12]([CH3:15])([CH3:14])[CH2:11][O:10]2)=[CH:4][CH:3]=1.C([Li])CCC.[Cl:23][CH2:24][CH2:25][CH2:26][C:27](Cl)=[O:28]. Product: [Cl:23][CH2:24][CH2:25][CH2:26][C:27]([C:2]1[CH:7]=[CH:6][C:5]([C:8]([CH3:17])([CH3:16])[N:9]2[CH2:13][C:12]([CH3:15])([CH3:14])[CH2:11][O:10]2)=[CH:4][CH:3]=1)=[O:28]. The catalyst class is: 1.